Task: Predict the product of the given reaction.. Dataset: Forward reaction prediction with 1.9M reactions from USPTO patents (1976-2016) (1) Given the reactants C(=O)([O-])[O-].[Na+].[Na+].[C:7]1(B(O)O)[CH:12]=[CH:11][CH:10]=[CH:9][CH:8]=1.Br[C:17]1[C:18]([C:23]([NH:25][C:26]2[CH:38]=[CH:37][C:29]([C:30]([O:32][C:33]([CH3:36])([CH3:35])[CH3:34])=[O:31])=[CH:28][CH:27]=2)=[O:24])=[N:19][CH:20]=[CH:21][CH:22]=1, predict the reaction product. The product is: [C:7]1([C:17]2[C:18]([C:23]([NH:25][C:26]3[CH:27]=[CH:28][C:29]([C:30]([O:32][C:33]([CH3:34])([CH3:36])[CH3:35])=[O:31])=[CH:37][CH:38]=3)=[O:24])=[N:19][CH:20]=[CH:21][CH:22]=2)[CH:12]=[CH:11][CH:10]=[CH:9][CH:8]=1. (2) Given the reactants [CH2:1]([N:8]1[C:12]2[CH:13]=[C:14]([NH:17]C(=O)C)[CH:15]=[CH:16][C:11]=2[N:10]=[C:9]1[C:21]1[CH:26]=[C:25]([CH3:27])[C:24](=[O:28])[N:23]([CH3:29])[CH:22]=1)[C:2]1[CH:7]=[CH:6][CH:5]=[CH:4][CH:3]=1.Cl, predict the reaction product. The product is: [NH2:17][C:14]1[CH:15]=[CH:16][C:11]2[N:10]=[C:9]([C:21]3[CH:26]=[C:25]([CH3:27])[C:24](=[O:28])[N:23]([CH3:29])[CH:22]=3)[N:8]([CH2:1][C:2]3[CH:7]=[CH:6][CH:5]=[CH:4][CH:3]=3)[C:12]=2[CH:13]=1. (3) Given the reactants [Cl:1][C:2]1[C:3]([F:12])=[CH:4][C:5]([F:11])=[C:6]([CH:10]=1)[C:7]([OH:9])=[O:8].C(N(CC)CC)C.[CH:20]1[C:25](O)=[CH:24][CH:23]=[C:22]([CH3:27])[CH:21]=1, predict the reaction product. The product is: [Cl:1][C:2]1[C:3]([F:12])=[CH:4][C:5]([F:11])=[C:6]([CH:10]=1)[C:7]([O:9][C:25]1[CH:24]=[CH:23][C:22]([CH3:27])=[CH:21][CH:20]=1)=[O:8]. (4) Given the reactants [CH:1]([C:3]1[CH:4]=[N:5][CH:6]=[CH:7][C:8]=1[C:9]1[CH:10]=[C:11]([CH:14]=[CH:15][CH:16]=1)[C:12]#[N:13])=[O:2].[F:17][C:18]1[CH:19]=[C:20]([Mg]Br)[CH:21]=[CH:22][C:23]=1[O:24][CH3:25], predict the reaction product. The product is: [F:17][C:18]1[CH:19]=[C:20]([CH:1]([OH:2])[C:3]2[CH:4]=[N:5][CH:6]=[CH:7][C:8]=2[C:9]2[CH:10]=[C:11]([CH:14]=[CH:15][CH:16]=2)[C:12]#[N:13])[CH:21]=[CH:22][C:23]=1[O:24][CH3:25]. (5) The product is: [F:23][C:17]1[C:18]([F:22])=[CH:19][CH:20]=[CH:21][C:16]=1[C@H:13]1[CH2:12][N:11]([CH2:24][C:25]([OH:28])([CH3:26])[CH3:27])[C:10](=[O:29])[C@H:9]([NH:8][C:31]([N:58]2[CH2:59][CH2:60][CH:55]([N:47]3[C:48]4[C:49](=[N:50][CH:51]=[CH:52][CH:53]=4)[NH:54][C:46]3=[O:45])[CH2:56][CH2:57]2)=[O:32])[CH2:15][CH2:14]1. Given the reactants C(N(CC)CC)C.[NH2:8][C@@H:9]1[CH2:15][CH2:14][C@@H:13]([C:16]2[CH:21]=[CH:20][CH:19]=[C:18]([F:22])[C:17]=2[F:23])[CH2:12][N:11]([CH2:24][C:25]([OH:28])([CH3:27])[CH3:26])[C:10]1=[O:29].Cl[C:31](OC1C=CC([N+]([O-])=O)=CC=1)=[O:32].Cl.Cl.[O:45]=[C:46]1[NH:54][C:49]2=[N:50][CH:51]=[CH:52][CH:53]=[C:48]2[N:47]1[CH:55]1[CH2:60][CH2:59][NH:58][CH2:57][CH2:56]1, predict the reaction product.